This data is from Catalyst prediction with 721,799 reactions and 888 catalyst types from USPTO. The task is: Predict which catalyst facilitates the given reaction. (1) Reactant: [C:1]([O:6]CC)(=O)[CH:2]=[N:3][OH:4].[CH:9]12[CH2:18][CH:13]3[CH2:14][CH:15]([CH2:17][CH:11]([CH2:12]3)[N:10]1[CH2:19][CH2:20][NH2:21])[CH2:16]2. Product: [CH:11]12[CH2:17][CH:15]3[CH2:14][CH:13]([CH2:18][CH:9]([CH2:16]3)[N:10]1[CH2:19][CH2:20][NH:21][C:1](=[O:6])[CH:2]=[N:3][OH:4])[CH2:12]2. The catalyst class is: 8. (2) Reactant: [CH2:1]([N:8]1[CH2:13][CH2:12][N:11]([C:14]([O:16][C:17]([CH3:20])([CH3:19])[CH3:18])=[O:15])[C@H:10]([CH2:21][C:22]2[CH:27]=[CH:26][CH:25]=[CH:24][C:23]=2Br)[CH2:9]1)[C:2]1[CH:7]=[CH:6][CH:5]=[CH:4][CH:3]=1.[CH3:29][O:30][C:31]1[C:36](B(O)O)=[CH:35][CH:34]=[CH:33][N:32]=1.C(=O)([O-])[O-].[Na+].[Na+].C(OCC)(=O)C. Product: [CH2:1]([N:8]1[CH2:13][CH2:12][N:11]([C:14]([O:16][C:17]([CH3:20])([CH3:19])[CH3:18])=[O:15])[C@H:10]([CH2:21][C:22]2[CH:27]=[CH:26][CH:25]=[CH:24][C:23]=2[C:36]2[C:31]([O:30][CH3:29])=[N:32][CH:33]=[CH:34][CH:35]=2)[CH2:9]1)[C:2]1[CH:7]=[CH:6][CH:5]=[CH:4][CH:3]=1. The catalyst class is: 108. (3) Reactant: [C:1](#[N:3])[CH3:2].[Li+].CC([N-]C(C)C)C.[Cl:12][C:13]1[CH:14]=[CH:15][C:16]([C:19]([C:27]2[CH:32]=[C:31]([C:33]([F:36])([F:35])[F:34])[CH:30]=[C:29]([F:37])[CH:28]=2)=[N:20][S@:21]([C:23]([CH3:26])([CH3:25])[CH3:24])=[O:22])=[N:17][CH:18]=1. Product: [Cl:12][C:13]1[CH:14]=[CH:15][C:16]([C@:19]([NH:20][S@:21]([C:23]([CH3:26])([CH3:25])[CH3:24])=[O:22])([C:27]2[CH:32]=[C:31]([C:33]([F:36])([F:35])[F:34])[CH:30]=[C:29]([F:37])[CH:28]=2)[CH2:2][C:1]#[N:3])=[N:17][CH:18]=1. The catalyst class is: 28. (4) Product: [P:32]([O:44][CH2:45][N:21]1[CH:20]=[CH:19][S:18]/[C:17]/1=[N:16]\[S:13]([C:10]1[CH:11]=[CH:12][C:7]([O:6][C:5]2[CH:24]=[CH:25][C:2]([Cl:1])=[CH:3][C:4]=2[C:26]2[N:30]([CH3:31])[N:29]=[CH:28][CH:27]=2)=[C:8]([C:22]#[N:23])[CH:9]=1)(=[O:14])=[O:15])([O:34][C:35]([CH3:38])([CH3:37])[CH3:36])([O:39][C:40]([CH3:41])([CH3:42])[CH3:43])=[O:33]. Reactant: [Cl:1][C:2]1[CH:25]=[CH:24][C:5]([O:6][C:7]2[CH:12]=[CH:11][C:10]([S:13]([NH:16][C:17]3[S:18][CH:19]=[CH:20][N:21]=3)(=[O:15])=[O:14])=[CH:9][C:8]=2[C:22]#[N:23])=[C:4]([C:26]2[N:30]([CH3:31])[N:29]=[CH:28][CH:27]=2)[CH:3]=1.[P:32]([O:44][CH2:45]Cl)([O:39][C:40]([CH3:43])([CH3:42])[CH3:41])([O:34][C:35]([CH3:38])([CH3:37])[CH3:36])=[O:33].C(=O)([O-])[O-].[Cs+].[Cs+]. The catalyst class is: 9.